This data is from Full USPTO retrosynthesis dataset with 1.9M reactions from patents (1976-2016). The task is: Predict the reactants needed to synthesize the given product. (1) Given the product [CH2:25]([O:27][CH:28]([NH:24][C:4]1[CH:5]=[CH:6][C:7]([O:8][C:9]2[CH:14]=[CH:13][N:12]=[C:11]3[CH:15]=[C:16]([C:18]4[N:19]=[CH:20][N:21]([CH3:23])[CH:22]=4)[S:17][C:10]=23)=[C:2]([F:1])[CH:3]=1)[C:29]([F:32])([F:31])[F:30])[CH3:26], predict the reactants needed to synthesize it. The reactants are: [F:1][C:2]1[CH:3]=[C:4]([NH2:24])[CH:5]=[CH:6][C:7]=1[O:8][C:9]1[CH:14]=[CH:13][N:12]=[C:11]2[CH:15]=[C:16]([C:18]3[N:19]=[CH:20][N:21]([CH3:23])[CH:22]=3)[S:17][C:10]=12.[CH2:25]([O:27][CH:28](O)[C:29]([F:32])([F:31])[F:30])[CH3:26].O.C1(C)C=CC(S(O)(=O)=O)=CC=1. (2) The reactants are: [F:1][C:2]([F:15])([F:14])[O:3][C:4]1[CH:9]=[CH:8][C:7]([NH:10][C:11](=O)[CH3:12])=[CH:6][CH:5]=1.COC1C=CC(P2(SP(C3C=CC(OC)=CC=3)(=S)S2)=[S:25])=CC=1. Given the product [F:1][C:2]([F:15])([F:14])[O:3][C:4]1[CH:9]=[CH:8][C:7]([NH:10][C:11](=[S:25])[CH3:12])=[CH:6][CH:5]=1, predict the reactants needed to synthesize it. (3) Given the product [C:37]1([N:19]2[C:20]3[C:25](=[CH:24][CH:23]=[CH:22][CH:21]=3)[C:17]([C:15]([NH:14][CH2:13][CH2:12][NH:11][C:9](=[O:10])[C:8]3[CH:26]=[CH:27][C:5]([O:4][CH2:3][C:2]([F:28])([F:1])[F:29])=[N:6][CH:7]=3)=[O:16])=[CH:18]2)[CH:42]=[CH:41][CH:40]=[CH:39][CH:38]=1, predict the reactants needed to synthesize it. The reactants are: [F:1][C:2]([F:29])([F:28])[CH2:3][O:4][C:5]1[CH:27]=[CH:26][C:8]([C:9]([NH:11][CH2:12][CH2:13][NH:14][C:15]([C:17]2[C:25]3[C:20](=[CH:21][CH:22]=[CH:23][CH:24]=3)[NH:19][CH:18]=2)=[O:16])=[O:10])=[CH:7][N:6]=1.C(=O)([O-])[O-].[K+].[K+].I[C:37]1[CH:42]=[CH:41][CH:40]=[CH:39][CH:38]=1.CN[C@@H]1CCCC[C@H]1NC. (4) The reactants are: [C:1]1([C:25]2[CH:30]=CC=C[CH:26]=2)[CH:6]=[CH:5][CH:4]=[C:3]([NH:7][C@@H:8]([CH2:12][C:13]2[CH:18]=[C:17]([O:19][CH3:20])[C:16]([O:21][CH3:22])=[C:15]([O:23][CH3:24])[CH:14]=2)[C:9]([OH:11])=[O:10])[CH:2]=1.BrC1C=CC=C(C(C)C)C=1. Given the product [CH:25]([C:1]1[CH:2]=[C:3]([NH:7][C@@H:8]([CH2:12][C:13]2[CH:14]=[C:15]([O:23][CH3:24])[C:16]([O:21][CH3:22])=[C:17]([O:19][CH3:20])[CH:18]=2)[C:9]([OH:11])=[O:10])[CH:4]=[CH:5][CH:6]=1)([CH3:30])[CH3:26], predict the reactants needed to synthesize it.